Predict the reactants needed to synthesize the given product. From a dataset of Full USPTO retrosynthesis dataset with 1.9M reactions from patents (1976-2016). (1) Given the product [CH3:8][C:2]([O:9][C:10]1[CH:15]=[CH:14][C:13]([Cl:16])=[CH:12][N:11]=1)([CH3:1])[C:3]([OH:5])=[O:4], predict the reactants needed to synthesize it. The reactants are: [CH3:1][C:2]([O:9][C:10]1[CH:15]=[CH:14][C:13]([Cl:16])=[CH:12][N:11]=1)([CH3:8])[C:3]([O:5]CC)=[O:4].[OH-].[Na+]. (2) Given the product [CH2:1]([S:4]([NH:7][C@@H:8]([C:13]([NH:15][C@H:16]([C:20]([NH:22][CH2:23][C:24]1[CH:25]=[CH:26][C:27]([C:30]#[N:31])=[CH:28][CH:29]=1)=[O:21])[CH2:17][N:18]([C:38]([NH2:39])=[O:37])[CH3:19])=[O:14])[C@@H:9]([CH2:11][CH3:12])[CH3:10])(=[O:6])=[O:5])[CH2:2][CH3:3], predict the reactants needed to synthesize it. The reactants are: [CH2:1]([S:4]([NH:7][C@@H:8]([C:13]([NH:15][C@H:16]([C:20]([NH:22][CH2:23][C:24]1[CH:29]=[CH:28][C:27]([C:30]#[N:31])=[CH:26][CH:25]=1)=[O:21])[CH2:17][NH:18][CH3:19])=[O:14])[C@@H:9]([CH2:11][CH3:12])[CH3:10])(=[O:6])=[O:5])[CH2:2][CH3:3].O1CCCC1.[O-:37][C:38]#[N:39].[K+].